Dataset: Forward reaction prediction with 1.9M reactions from USPTO patents (1976-2016). Task: Predict the product of the given reaction. (1) Given the reactants C([O:4][CH2:5][C:6]1([C:9]2[CH:14]=[CH:13][C:12]([C:15]3[CH:16]=[C:17]4[C:21](=[CH:22][C:23]=3[Cl:24])[N:20]([CH2:25][O:26][CH2:27][CH2:28][Si:29]([CH3:32])([CH3:31])[CH3:30])[C:19]([Cl:33])=[CH:18]4)=[CH:11][CH:10]=2)[CH2:8][CH2:7]1)(=O)C.O.[Li], predict the reaction product. The product is: [Cl:33][C:19]1[N:20]([CH2:25][O:26][CH2:27][CH2:28][Si:29]([CH3:32])([CH3:31])[CH3:30])[C:21]2[C:17]([CH:18]=1)=[CH:16][C:15]([C:12]1[CH:11]=[CH:10][C:9]([C:6]3([CH2:5][OH:4])[CH2:7][CH2:8]3)=[CH:14][CH:13]=1)=[C:23]([Cl:24])[CH:22]=2. (2) Given the reactants [CH3:1][C:2]1([CH3:19])[O:7][CH:6]([C:8]2[CH:17]=[CH:16][C:11]([C:12]([O:14][CH3:15])=[O:13])=[CH:10][CH:9]=2)[CH2:5][C:4](=O)[CH2:3]1.Cl.[CH3:21][O:22][NH2:23], predict the reaction product. The product is: [CH3:21][O:22][N:23]=[C:4]1[CH2:3][C:2]([CH3:19])([CH3:1])[O:7][CH:6]([C:8]2[CH:17]=[CH:16][C:11]([C:12]([O:14][CH3:15])=[O:13])=[CH:10][CH:9]=2)[CH2:5]1. (3) Given the reactants [Cl:1][C:2]1[C:9]([C:10]([F:13])([F:12])[F:11])=[CH:8][CH:7]=[CH:6][C:3]=1[CH:4]=O.[CH:14]1([NH2:17])[CH2:16][CH2:15]1, predict the reaction product. The product is: [Cl:1][C:2]1[C:9]([C:10]([F:13])([F:12])[F:11])=[CH:8][CH:7]=[CH:6][C:3]=1[CH2:4][NH:17][CH:14]1[CH2:16][CH2:15]1.